Dataset: Cav3 T-type calcium channel HTS with 100,875 compounds. Task: Binary Classification. Given a drug SMILES string, predict its activity (active/inactive) in a high-throughput screening assay against a specified biological target. (1) The compound is S(=O)(=O)(N1CCC(CC1)C(=O)NCCN1CCOCC1)N(CC(C)C)CC(C)C. The result is 0 (inactive). (2) The compound is Clc1c(OCC(=O)NCCOc2nc(N3CCCCC3)nc(n2)N(C)C)ccc(Cl)c1. The result is 0 (inactive). (3) The molecule is OC1=C(C(N(Cc2cccnc2)C1=O)c1ccc(OCC=C)cc1)C(=O)c1occc1. The result is 0 (inactive). (4) The compound is s1c2c(CCc3c2cccc3)cc1C(=O)N\N=C\c1cc(ccc1)C. The result is 0 (inactive). (5) The result is 0 (inactive). The compound is O1C2(CCN(CC2)C(=O)C)CC(=O)c2c1ccc(OCC(=O)N1CCN(CC1)C)c2.